Regression. Given two drug SMILES strings and cell line genomic features, predict the synergy score measuring deviation from expected non-interaction effect. From a dataset of Merck oncology drug combination screen with 23,052 pairs across 39 cell lines. (1) Cell line: DLD1. Drug 2: CCc1c2c(nc3ccc(O)cc13)-c1cc3c(c(=O)n1C2)COC(=O)C3(O)CC. Synergy scores: synergy=-3.03. Drug 1: O=C(O)C1(Cc2cccc(Nc3nccs3)n2)CCC(Oc2cccc(Cl)c2F)CC1. (2) Drug 1: N.N.O=C(O)C1(C(=O)O)CCC1.[Pt]. Synergy scores: synergy=-10.1. Drug 2: CNC(=O)c1cc(Oc2ccc(NC(=O)Nc3ccc(Cl)c(C(F)(F)F)c3)cc2)ccn1. Cell line: HCT116. (3) Drug 1: O=S1(=O)NC2(CN1CC(F)(F)F)C1CCC2Cc2cc(C=CCN3CCC(C(F)(F)F)CC3)ccc2C1. Drug 2: CN(C)C(=N)N=C(N)N. Cell line: UACC62. Synergy scores: synergy=4.79. (4) Drug 1: O=C(CCCCCCC(=O)Nc1ccccc1)NO. Drug 2: O=C(NOCC(O)CO)c1ccc(F)c(F)c1Nc1ccc(I)cc1F. Cell line: NCIH23. Synergy scores: synergy=-31.3.